Dataset: Reaction yield outcomes from USPTO patents with 853,638 reactions. Task: Predict the reaction yield, written as a fraction of the theoretical maximum amount of product (1.0 means a 100% yield; for example, 0.34 means a 34% yield). (1) The reactants are [CH3:1][CH:2]([CH3:44])[C@H:3]([NH:39][C:40](=[O:43])[O:41][CH3:42])[C:4](=[O:38])[N:5]1[CH2:9][CH2:8][CH2:7][C@H:6]1[C:10]1[NH:14][C:13]2[CH:15]=[C:16]([C:19]3[CH:28]=[N:27][C:26]4[C:21](=[CH:22][CH:23]=[C:24](B5OC(C)(C)C(C)(C)O5)[CH:25]=4)[N:20]=3)[CH:17]=[CH:18][C:12]=2[N:11]=1.Br[C:46]1[CH:73]=[CH:72][C:49]2[NH:50][C:51]([C@@H:53]3[CH2:65][N:63]4[C:64]5[CH:56]([C@@H:57]([NH:66][C:67](=[O:70])[O:68][CH3:69])[CH2:58][CH2:59][C:60]=5[CH:61]=[CH:62]4)[C:55](=[O:71])[CH2:54]3)=[N:52][C:48]=2[CH:47]=1.C(=O)(O)[O-].[Na+]. The catalyst is C1C=CC(P([C]2[CH][CH][CH][CH]2)C2C=CC=CC=2)=CC=1.C1C=CC(P([C]2[CH][CH][CH][CH]2)C2C=CC=CC=2)=CC=1.Cl[Pd]Cl.[Fe].C(O)(C)(C)C. The product is [CH3:69][O:68][C:67](=[O:70])[NH:66][C@@H:57]1[CH:56]2[C:55](=[O:71])[CH2:54][C@H:53]([C:51]3[NH:52][C:48]4[CH:47]=[C:46]([C:24]5[CH:25]=[C:26]6[C:21](=[CH:22][CH:23]=5)[N:20]=[C:19]([C:16]5[CH:17]=[CH:18][C:12]7[N:11]=[C:10]([C@@H:6]8[CH2:7][CH2:8][CH2:9][N:5]8[C:4](=[O:38])[C@@H:3]([NH:39][C:40]([O:41][CH3:42])=[O:43])[CH:2]([CH3:44])[CH3:1])[NH:14][C:13]=7[CH:15]=5)[CH:28]=[N:27]6)[CH:73]=[CH:72][C:49]=4[N:50]=3)[CH2:65][N:63]3[C:64]2=[C:60]([CH:61]=[CH:62]3)[CH2:59][CH2:58]1. The yield is 0.392. (2) The reactants are [CH3:1][O:2][C:3]1[CH:4]=[C:5]([CH:11]([CH:14]=O)[C:12]#[N:13])[CH:6]=[CH:7][C:8]=1[O:9][CH3:10].[C:16](=[O:21])([O:18][CH2:19][CH3:20])[NH2:17].S(=O)(=O)(O)O. The catalyst is C1(C)C=CC=CC=1. The product is [CH2:19]([O:18][C:16](=[O:21])[NH:17][CH:14]=[C:11]([C:12]#[N:13])[C:5]1[CH:6]=[CH:7][C:8]([O:9][CH3:10])=[C:3]([O:2][CH3:1])[CH:4]=1)[CH3:20]. The yield is 0.570.